Dataset: Catalyst prediction with 721,799 reactions and 888 catalyst types from USPTO. Task: Predict which catalyst facilitates the given reaction. (1) Reactant: [H-].[Na+].[OH:3][CH:4]1[C:27]2=[N:28][N:29]([CH3:31])[CH:30]=[C:26]2[O:25][C:6]2([CH2:11][CH2:10][N:9]([C:12]([C:14]3[CH:19]=[CH:18][C:17]([O:20][CH:21]([CH3:23])[CH3:22])=[C:16]([CH3:24])[CH:15]=3)=[O:13])[CH2:8][CH2:7]2)[CH2:5]1.Br[CH:33]([CH3:35])[CH3:34]. Product: [CH:21]([O:20][C:17]1[CH:18]=[CH:19][C:14]([C:12]([N:9]2[CH2:8][CH2:7][C:6]3([O:25][C:26]4[C:27](=[N:28][N:29]([CH3:31])[CH:30]=4)[CH:4]([O:3][CH:33]([CH3:35])[CH3:34])[CH2:5]3)[CH2:11][CH2:10]2)=[O:13])=[CH:15][C:16]=1[CH3:24])([CH3:23])[CH3:22]. The catalyst class is: 241. (2) Reactant: [CH2:1]([O:3][CH:4]([CH2:10][C:11]1[CH:16]=[CH:15][C:14]([NH:17][CH2:18]/[CH:19]=[CH:20]/[C:21]2[CH:26]=[CH:25][C:24]([O:27][S:28]([CH3:31])(=[O:30])=[O:29])=[CH:23][CH:22]=2)=[CH:13][CH:12]=1)[C:5]([O:7]CC)=[O:6])[CH3:2].[OH-].[Li+]. Product: [CH2:1]([O:3][C@@H:4]([CH2:10][C:11]1[CH:12]=[CH:13][C:14]([NH:17][CH2:18]/[CH:19]=[CH:20]/[C:21]2[CH:22]=[CH:23][C:24]([O:27][S:28]([CH3:31])(=[O:29])=[O:30])=[CH:25][CH:26]=2)=[CH:15][CH:16]=1)[C:5]([OH:7])=[O:6])[CH3:2]. The catalyst class is: 200. (3) Reactant: COC1C=CC(C[O:8][CH2:9][C:10]2[CH:11]=[C:12]([C:16]3[CH2:20][CH:19]([C:21]4[CH:26]=[CH:25][CH:24]=[CH:23][C:22]=4[OH:27])[N:18]([C:28]([C:30]4[S:31][C:32]([C:35]5[CH:40]=[CH:39][CH:38]=[CH:37][N:36]=5)=[CH:33][CH:34]=4)=[O:29])[N:17]=3)[CH:13]=[N:14][CH:15]=2)=CC=1.Cl. Product: [OH:8][CH2:9][C:10]1[CH:11]=[C:12]([C:16]2[CH2:20][CH:19]([C:21]3[CH:26]=[CH:25][CH:24]=[CH:23][C:22]=3[OH:27])[N:18]([C:28]([C:30]3[S:31][C:32]([C:35]4[CH:40]=[CH:39][CH:38]=[CH:37][N:36]=4)=[CH:33][CH:34]=3)=[O:29])[N:17]=2)[CH:13]=[N:14][CH:15]=1. The catalyst class is: 5. (4) Reactant: Br[CH2:2][C:3]([C:5]1[CH:10]=[CH:9][C:8]([OH:11])=[CH:7][CH:6]=1)=[O:4].[CH3:12][O-:13].[Na+].Cl. Product: [OH:11][C:8]1[CH:9]=[CH:10][C:5]([C:3](=[O:4])[CH2:2][O:13][CH3:12])=[CH:6][CH:7]=1. The catalyst class is: 5. (5) Reactant: [CH3:1][C:2]1[CH:3]=[C:4]([C:8]([C:10]2[N:15]=[CH:14][CH:13]=[CH:12][N:11]=2)=O)[O:5][C:6]=1[CH3:7].[NH3:16]. Product: [CH3:1][C:2]1[CH:3]=[C:4]([OH:5])[C:8]([C:10]2[N:15]=[CH:14][CH:13]=[CH:12][N:11]=2)=[N:16][C:6]=1[CH3:7]. The catalyst class is: 5. (6) Reactant: [CH3:1][O:2][C:3](=[O:15])[C:4]1[C:5](=[CH:10][C:11]([OH:14])=[CH:12][CH:13]=1)[C:6]([O:8][CH3:9])=[O:7].F[C:17]1[CH:22]=[CH:21][CH:20]=[CH:19][C:18]=1[N+:23]([O-:25])=[O:24].C(=O)([O-])[O-].[K+].[K+]. Product: [CH3:1][O:2][C:3](=[O:15])[C:4]1[C:5](=[CH:10][C:11]([O:14][C:17]2[CH:22]=[CH:21][CH:20]=[CH:19][C:18]=2[N+:23]([O-:25])=[O:24])=[CH:12][CH:13]=1)[C:6]([O:8][CH3:9])=[O:7]. The catalyst class is: 3. (7) Reactant: [Cl:1][C:2]1[CH:12]=[CH:11][CH:10]=[C:4]2[C:5]([O:7][C:8](=[O:9])[C:3]=12)=[O:6].[Al+3].[Cl-].[Cl-].[Cl-].[Cl:17][C:18]1[C:19]([OH:31])=[C:20]([CH2:25][CH2:26][C:27]([O:29][CH3:30])=[O:28])[CH:21]=[CH:22][C:23]=1[OH:24]. Product: [Cl:1][C:2]1[C:3]([C:8]([OH:7])=[O:9])=[C:4]([C:5]([C:22]2[CH:21]=[C:20]([CH2:25][CH2:26][C:27]([O:29][CH3:30])=[O:28])[C:19]([OH:31])=[C:18]([Cl:17])[C:23]=2[OH:24])=[O:6])[CH:10]=[CH:11][CH:12]=1. The catalyst class is: 417.